This data is from Catalyst prediction with 721,799 reactions and 888 catalyst types from USPTO. The task is: Predict which catalyst facilitates the given reaction. Reactant: I[C:2]1[Se:3][CH:4]=[CH:5][CH:6]=1.[CH2:7]([CH:10]1[CH2:15][CH2:14][CH:13]([C:16]2[CH:21]=[CH:20][C:19](B(O)O)=[CH:18][CH:17]=2)[CH2:12][CH2:11]1)[CH2:8][CH3:9].C(=O)([O-])[O-].[Na+].[Na+].O. Product: [CH2:7]([CH:10]1[CH2:15][CH2:14][CH:13]([C:16]2[CH:21]=[CH:20][C:19]([C:2]3[Se:3][CH:4]=[CH:5][CH:6]=3)=[CH:18][CH:17]=2)[CH2:12][CH2:11]1)[CH2:8][CH3:9]. The catalyst class is: 335.